Dataset: Forward reaction prediction with 1.9M reactions from USPTO patents (1976-2016). Task: Predict the product of the given reaction. (1) Given the reactants [NH2:1][CH2:2][CH:3]([C:5]1[N:6]=[C:7]([C:10]2[CH:15]=[CH:14][C:13]([F:16])=[CH:12][CH:11]=2)[O:8][CH:9]=1)[OH:4].[F:17][C:18]([F:34])([F:33])[C:19]1[O:23][N:22]=[C:21]([C:24]2[CH:25]=[N:26][CH:27]=[C:28]([CH:32]=2)[C:29](O)=[O:30])[N:20]=1, predict the reaction product. The product is: [F:16][C:13]1[CH:14]=[CH:15][C:10]([C:7]2[O:8][CH:9]=[C:5]([CH:3]([OH:4])[CH2:2][NH:1][C:29](=[O:30])[C:28]3[CH:32]=[C:24]([C:21]4[N:20]=[C:19]([C:18]([F:34])([F:33])[F:17])[O:23][N:22]=4)[CH:25]=[N:26][CH:27]=3)[N:6]=2)=[CH:11][CH:12]=1. (2) Given the reactants [Cl:1][C:2]1[CH:21]=[CH:20][C:5]([C:6]([N:8]2[CH2:14][C:13]3[CH:15]=[CH:16][CH:17]=[CH:18][C:12]=3[NH:11][C:10](=[O:19])[CH2:9]2)=[O:7])=[CH:4][CH:3]=1.[H-].[Na+].Br[CH2:25][C:26]#[CH:27].C(OCC)(=O)C, predict the reaction product. The product is: [Cl:1][C:2]1[CH:21]=[CH:20][C:5]([C:6]([N:8]2[CH2:14][C:13]3[CH:15]=[CH:16][CH:17]=[CH:18][C:12]=3[N:11]([CH2:27][C:26]#[CH:25])[C:10](=[O:19])[CH2:9]2)=[O:7])=[CH:4][CH:3]=1. (3) Given the reactants [CH:1]1[CH:2]=[N:3][C:4]([N:7]2[CH2:12][CH2:11][N:10]([CH2:13][CH2:14][CH2:15][CH2:16][N:17]3[C:27](=[O:28])[CH2:26][C:21]4([CH2:25][CH2:24][CH2:23][CH2:22]4)[CH2:20][C:18]3=[O:19])[CH2:9][CH2:8]2)=[N:5][CH:6]=1.Cl, predict the reaction product. The product is: [CH:1]1[CH:6]=[N:5][C:4]([N:7]2[CH2:12][CH2:11][N:10]([CH2:13][CH2:14][CH2:15][CH2:16][N:17]3[C:27](=[O:28])[CH2:26][C:21]4([CH2:22][CH2:23][CH2:24][CH2:25]4)[CH2:20][C:18]3=[O:19])[CH2:9][CH2:8]2)=[N:3][CH:2]=1. (4) Given the reactants FC(F)(F)S(O[C:7]1[CH:31]=[CH:30][C:10]2[N:11]([C:14]3[CH:19]=[CH:18][C:17]([O:20][CH2:21][CH2:22][O:23][CH:24]4[CH2:29][CH2:28][CH2:27][CH2:26][O:25]4)=[CH:16][CH:15]=3)[CH:12]=[N:13][C:9]=2[CH:8]=1)(=O)=O.[B:34]1([B:34]2[O:38][C:37]([CH3:40])([CH3:39])[C:36]([CH3:42])([CH3:41])[O:35]2)[O:38][C:37]([CH3:40])([CH3:39])[C:36]([CH3:42])([CH3:41])[O:35]1.ClCCl.C([O-])(=O)C.[K+], predict the reaction product. The product is: [O:25]1[CH2:26][CH2:27][CH2:28][CH2:29][CH:24]1[O:23][CH2:22][CH2:21][O:20][C:17]1[CH:18]=[CH:19][C:14]([N:11]2[C:10]3[CH:30]=[CH:31][C:7]([B:34]4[O:38][C:37]([CH3:40])([CH3:39])[C:36]([CH3:42])([CH3:41])[O:35]4)=[CH:8][C:9]=3[N:13]=[CH:12]2)=[CH:15][CH:16]=1. (5) The product is: [NH2:3][CH2:12][C:13]1[C:14]([C:25]#[N:26])=[CH:15][C:16]2[O:23][CH2:22][CH:21]=[CH:20][CH2:19][O:18][C:17]=2[CH:24]=1. Given the reactants O=C1C2C(=CC=CC=2)C(=O)[N:3]1[CH2:12][C:13]1[C:14]([C:25]#[N:26])=[CH:15][C:16]2[O:23][CH2:22][CH:21]=[CH:20][CH2:19][O:18][C:17]=2[CH:24]=1.NN.Cl, predict the reaction product. (6) Given the reactants [NH2:1][C:2]1([C:8]([OH:10])=[O:9])[CH2:7][CH2:6][CH2:5][CH2:4][CH2:3]1.Cl[C:12]([O:14][CH2:15][C:16]1[CH:21]=[CH:20][CH:19]=[CH:18][CH:17]=1)=[O:13], predict the reaction product. The product is: [CH2:15]([O:14][C:12]([NH:1][C:2]1([C:8]([OH:10])=[O:9])[CH2:7][CH2:6][CH2:5][CH2:4][CH2:3]1)=[O:13])[C:16]1[CH:21]=[CH:20][CH:19]=[CH:18][CH:17]=1. (7) Given the reactants [O:1]1CCO[CH:2]1[C:6]1[CH:7]=[C:8]([C:12]2([OH:33])[C:16]3[CH:17]=[C:18]([NH:23][C:24](=[O:30])[CH2:25][C:26]([CH3:29])([CH3:28])[CH3:27])[C:19]([CH3:22])=[C:20]([CH3:21])[C:15]=3[O:14][C:13]2([CH3:32])[CH3:31])[CH:9]=[CH:10][CH:11]=1.O.C1(C)C=CC(S([O-])(=O)=O)=CC=1.[NH+]1C=CC=CC=1, predict the reaction product. The product is: [CH:2]([C:6]1[CH:7]=[C:8]([C:12]2([OH:33])[C:16]3[CH:17]=[C:18]([NH:23][C:24](=[O:30])[CH2:25][C:26]([CH3:27])([CH3:28])[CH3:29])[C:19]([CH3:22])=[C:20]([CH3:21])[C:15]=3[O:14][C:13]2([CH3:32])[CH3:31])[CH:9]=[CH:10][CH:11]=1)=[O:1].